Dataset: NCI-60 drug combinations with 297,098 pairs across 59 cell lines. Task: Regression. Given two drug SMILES strings and cell line genomic features, predict the synergy score measuring deviation from expected non-interaction effect. (1) Drug 1: CS(=O)(=O)CCNCC1=CC=C(O1)C2=CC3=C(C=C2)N=CN=C3NC4=CC(=C(C=C4)OCC5=CC(=CC=C5)F)Cl. Drug 2: CN(CCCl)CCCl.Cl. Cell line: SF-295. Synergy scores: CSS=38.5, Synergy_ZIP=-6.09, Synergy_Bliss=-2.38, Synergy_Loewe=-0.269, Synergy_HSA=0.123. (2) Drug 1: COC1=C2C(=CC3=C1OC=C3)C=CC(=O)O2. Drug 2: CCC1(C2=C(COC1=O)C(=O)N3CC4=CC5=C(C=CC(=C5CN(C)C)O)N=C4C3=C2)O.Cl. Cell line: DU-145. Synergy scores: CSS=4.97, Synergy_ZIP=-16.9, Synergy_Bliss=-32.4, Synergy_Loewe=-30.3, Synergy_HSA=-29.9. (3) Drug 1: C1CCN(CC1)CCOC2=CC=C(C=C2)C(=O)C3=C(SC4=C3C=CC(=C4)O)C5=CC=C(C=C5)O. Drug 2: C1=C(C(=O)NC(=O)N1)F. Cell line: KM12. Synergy scores: CSS=35.3, Synergy_ZIP=2.42, Synergy_Bliss=1.28, Synergy_Loewe=-2.23, Synergy_HSA=-1.01.